This data is from Reaction yield outcomes from USPTO patents with 853,638 reactions. The task is: Predict the reaction yield, written as a fraction of the theoretical maximum amount of product (1.0 means a 100% yield; for example, 0.34 means a 34% yield). (1) The reactants are [OH-].[Li+].[Cl:3][C:4]1[N:5]=[C:6]([C:11]([NH:13][C@H:14]2[CH2:19][CH2:18][N:17]([C:20]3[S:21][C:22]([C:26]([O:28]CC)=[O:27])=[C:23]([CH3:25])[N:24]=3)[CH2:16][C@H:15]2[F:31])=[O:12])[NH:7][C:8]=1[CH2:9][CH3:10].Cl.O. The catalyst is CO.O1CCCC1. The product is [Cl:3][C:4]1[N:5]=[C:6]([C:11]([NH:13][C@H:14]2[CH2:19][CH2:18][N:17]([C:20]3[S:21][C:22]([C:26]([OH:28])=[O:27])=[C:23]([CH3:25])[N:24]=3)[CH2:16][C@H:15]2[F:31])=[O:12])[NH:7][C:8]=1[CH2:9][CH3:10]. The yield is 0.730. (2) The reactants are Cl.Cl[CH2:3][C:4]1[C:9]([CH3:10])=[C:8]([O:11][CH3:12])[C:7]([CH3:13])=[CH:6][N:5]=1.[NH3:14].CO. No catalyst specified. The product is [NH2:14][CH2:3][C:4]1[C:9]([CH3:10])=[C:8]([O:11][CH3:12])[C:7]([CH3:13])=[CH:6][N:5]=1. The yield is 0.760.